The task is: Predict the product of the given reaction.. This data is from Forward reaction prediction with 1.9M reactions from USPTO patents (1976-2016). (1) Given the reactants [CH3:13][C:12]([O:11][C:9](O[C:9]([O:11][C:12]([CH3:15])([CH3:14])[CH3:13])=[O:10])=[O:10])([CH3:15])[CH3:14].[NH2:16][CH2:17][C:18]1[CH:23]=[CH:22][C:21]([C:24]2[CH:29]=[CH:28][CH:27]=[CH:26][C:25]=2[O:30][CH2:31][CH3:32])=[C:20]([NH2:33])[CH:19]=1, predict the reaction product. The product is: [C:12]([O:11][C:9](=[O:10])[NH:16][CH2:17][C:18]1[CH:23]=[CH:22][C:21]([C:24]2[CH:29]=[CH:28][CH:27]=[CH:26][C:25]=2[O:30][CH2:31][CH3:32])=[C:20]([NH2:33])[CH:19]=1)([CH3:13])([CH3:14])[CH3:15]. (2) Given the reactants [F:1][C:2]([F:32])([F:31])[C:3]([C:9]1[CH:14]=[CH:13][C:12]([N:15]2[CH2:20][CH2:19][N:18]([C:21]([O:23][C:24]([CH3:27])([CH3:26])[CH3:25])=[O:22])[CH2:17][CH2:16]2)=[C:11](/[CH:28]=[CH:29]\[CH3:30])[CH:10]=1)([OH:8])[C:4]([F:7])([F:6])[F:5].[H-].[Na+].[CH2:35](Br)[C:36]1[CH:41]=[CH:40][CH:39]=[CH:38][CH:37]=1.O, predict the reaction product. The product is: [CH2:35]([O:8][C:3]([C:9]1[CH:14]=[CH:13][C:12]([N:15]2[CH2:16][CH2:17][N:18]([C:21]([O:23][C:24]([CH3:26])([CH3:25])[CH3:27])=[O:22])[CH2:19][CH2:20]2)=[C:11](/[CH:28]=[CH:29]\[CH3:30])[CH:10]=1)([C:4]([F:7])([F:6])[F:5])[C:2]([F:1])([F:31])[F:32])[C:36]1[CH:41]=[CH:40][CH:39]=[CH:38][CH:37]=1. (3) Given the reactants [N:1]12[CH2:8][CH2:7][CH:4]([CH2:5][CH2:6]1)[C@@H:3]([O:9][C:10](=[O:66])[NH:11][C:12]1[CH:17]=[C:16]([CH2:18][CH2:19][CH2:20][O:21][C:22]3[CH:27]=[CH:26][CH:25]=[C:24]([CH2:28][CH2:29][NH:30][CH2:31][C@@H:32]([C:41]4[CH:50]=[CH:49][C:48]([O:51]CC5C=CC=CC=5)=[C:47]5[C:42]=4[CH:43]=[CH:44][C:45](=[O:59])[NH:46]5)[O:33][Si:34]([C:37]([CH3:40])([CH3:39])[CH3:38])([CH3:36])[CH3:35])[CH:23]=3)[CH:15]=[CH:14][C:13]=1[C:60]1[CH:65]=[CH:64][CH:63]=[CH:62][CH:61]=1)[CH2:2]2, predict the reaction product. The product is: [N:1]12[CH2:6][CH2:5][CH:4]([CH2:7][CH2:8]1)[C@@H:3]([O:9][C:10](=[O:66])[NH:11][C:12]1[CH:17]=[C:16]([CH2:18][CH2:19][CH2:20][O:21][C:22]3[CH:27]=[CH:26][CH:25]=[C:24]([CH2:28][CH2:29][NH:30][CH2:31][C@H:32]([O:33][Si:34]([C:37]([CH3:38])([CH3:39])[CH3:40])([CH3:36])[CH3:35])[C:41]4[CH:50]=[CH:49][C:48]([OH:51])=[C:47]5[C:42]=4[CH:43]=[CH:44][C:45](=[O:59])[NH:46]5)[CH:23]=3)[CH:15]=[CH:14][C:13]=1[C:60]1[CH:61]=[CH:62][CH:63]=[CH:64][CH:65]=1)[CH2:2]2. (4) Given the reactants [C-:1]#[N:2].[K+].C(O)CO.O.C(=O)=O.[S:12]1[C:16]2[CH:17]=[C:18]([CH2:21]O)[CH:19]=[CH:20][C:15]=2[N:14]=[CH:13]1, predict the reaction product. The product is: [S:12]1[C:16]2[CH:17]=[C:18]([CH2:21][C:1]#[N:2])[CH:19]=[CH:20][C:15]=2[N:14]=[CH:13]1. (5) The product is: [C:18]([N:4]1[C:5]2=[N:6][CH:7]=[N:8][C:9]([NH:11][C:12]3[N:17]=[CH:16][CH:15]=[CH:14][N:13]=3)=[C:10]2[C:2]([C:26]2[CH:27]=[CH:28][C:23]([CH3:22])=[CH:24][CH:25]=2)=[N:3]1)([CH3:21])([CH3:20])[CH3:19]. Given the reactants Br[C:2]1[C:10]2[C:5](=[N:6][CH:7]=[N:8][C:9]=2[NH:11][C:12]2[N:17]=[CH:16][CH:15]=[CH:14][N:13]=2)[N:4]([C:18]([CH3:21])([CH3:20])[CH3:19])[N:3]=1.[CH3:22][C:23]1[CH:28]=[CH:27][C:26](B(O)O)=[CH:25][CH:24]=1.C(=O)([O-])[O-].[Na+].[Na+], predict the reaction product.